From a dataset of SARS-CoV-2 main protease (3CLPro) crystallographic fragment screen with 879 compounds. Binary Classification. Given a drug SMILES string, predict its activity (active/inactive) in a high-throughput screening assay against a specified biological target. (1) The drug is CN(C)CCN1C(=O)c2ccccc2C1=O. The result is 0 (inactive). (2) The drug is Cc1nn(C)c(C)c1CC(N)=O. The result is 0 (inactive). (3) The drug is CC1(C(N)=O)CCCN1S(C)(=O)=O. The result is 0 (inactive). (4) The compound is CC(=O)N(C)c1ccccc1C(=O)O. The result is 0 (inactive).